Predict the reactants needed to synthesize the given product. From a dataset of Full USPTO retrosynthesis dataset with 1.9M reactions from patents (1976-2016). (1) The reactants are: [CH2:1]([N:8]1[CH:12]=[C:11](B2OC(C)(C)C(C)(C)O2)[CH:10]=[N:9]1)[C:2]1[CH:7]=[CH:6][CH:5]=[CH:4][CH:3]=1.[OH-:22].[Na+].OO. Given the product [CH2:1]([N:8]1[CH:12]=[C:11]([OH:22])[CH:10]=[N:9]1)[C:2]1[CH:7]=[CH:6][CH:5]=[CH:4][CH:3]=1, predict the reactants needed to synthesize it. (2) Given the product [NH2:1][C:4]1[CH:12]=[CH:11][C:7]([C:8]([OH:10])=[O:9])=[C:6]([O:13][CH3:14])[CH:5]=1, predict the reactants needed to synthesize it. The reactants are: [N+:1]([C:4]1[CH:12]=[CH:11][C:7]([C:8]([OH:10])=[O:9])=[C:6]([O:13][CH3:14])[CH:5]=1)([O-])=O. (3) Given the product [CH3:10][O:9][CH:8]([O:11][CH3:12])[C:5]1[CH:6]=[CH:7][C:2]([N:23]2[CH2:28][CH2:27][O:26][CH2:25][CH2:24]2)=[CH:3][C:4]=1[C:13]([F:16])([F:15])[F:14], predict the reactants needed to synthesize it. The reactants are: Cl[C:2]1[CH:7]=[CH:6][C:5]([CH:8]([O:11][CH3:12])[O:9][CH3:10])=[C:4]([C:13]([F:16])([F:15])[F:14])[CH:3]=1.CC([O-])(C)C.[K+].[NH:23]1[CH2:28][CH2:27][O:26][CH2:25][CH2:24]1. (4) Given the product [CH2:22]([O:21][C:19]([C:18]1[CH:27]=[CH:28][C:15]([O:14][C:4]2[CH:5]=[C:6]([C:12]#[N:13])[C:7](=[CH:10][CH:11]=2)[C:8]#[N:9])=[CH:16][CH:17]=1)=[O:20])[CH2:23][CH2:24][CH2:25][CH3:26], predict the reactants needed to synthesize it. The reactants are: [N+]([C:4]1[CH:5]=[C:6]([C:12]#[N:13])[C:7](=[CH:10][CH:11]=1)[C:8]#[N:9])([O-])=O.[OH:14][C:15]1[CH:28]=[CH:27][C:18]([C:19]([O:21][CH2:22][CH2:23][CH2:24][CH2:25][CH3:26])=[O:20])=[CH:17][CH:16]=1.C(=O)([O-])[O-].[K+].[K+].